This data is from Full USPTO retrosynthesis dataset with 1.9M reactions from patents (1976-2016). The task is: Predict the reactants needed to synthesize the given product. (1) Given the product [C:1]1([C:7]2[N:12]3[N:13]=[C:14]([NH:16][CH:18]4[CH2:23][CH2:22][CH:21]([C:24]([O:26][CH2:27][CH3:28])=[O:25])[CH2:20][CH2:19]4)[N:15]=[C:11]3[CH:10]=[CH:9][CH:8]=2)[CH:2]=[CH:3][CH:4]=[CH:5][CH:6]=1, predict the reactants needed to synthesize it. The reactants are: [C:1]1([C:7]2[N:12]3[N:13]=[C:14]([NH2:16])[N:15]=[C:11]3[CH:10]=[CH:9][CH:8]=2)[CH:6]=[CH:5][CH:4]=[CH:3][CH:2]=1.O=[C:18]1[CH2:23][CH2:22][CH:21]([C:24]([O:26][CH2:27][CH3:28])=[O:25])[CH2:20][CH2:19]1.C(O[BH-](OC(=O)C)OC(=O)C)(=O)C.[Na+].C(O)(=O)C. (2) Given the product [Cl:15][C:13]1[CH:12]=[CH:11][C:10]([N:16]2[S:20](=[O:22])(=[O:21])[NH:19][C:18](=[O:23])[CH2:17]2)=[C:9]([OH:8])[CH:14]=1, predict the reactants needed to synthesize it. The reactants are: C([O:8][C:9]1[CH:14]=[C:13]([Cl:15])[CH:12]=[CH:11][C:10]=1[N:16]1[S:20](=[O:22])(=[O:21])[NH:19][C:18](=[O:23])[CH2:17]1)C1C=CC=CC=1.B(Br)(Br)Br. (3) Given the product [Cl:8][C:5]1[CH:6]=[CH:7][C:2]2[NH:1][C:16](=[O:18])[C:11]3=[CH:12][C:13]([CH3:15])=[CH:14][N:10]3[CH2:9][C:3]=2[CH:4]=1, predict the reactants needed to synthesize it. The reactants are: [NH2:1][C:2]1[CH:7]=[CH:6][C:5]([Cl:8])=[CH:4][C:3]=1[CH2:9][N:10]1[CH:14]=[C:13]([CH3:15])[CH:12]=[C:11]1[C:16]([O:18]CC)=O.CC(C)([O-])C.[K+].O.